This data is from TCR-epitope binding with 47,182 pairs between 192 epitopes and 23,139 TCRs. The task is: Binary Classification. Given a T-cell receptor sequence (or CDR3 region) and an epitope sequence, predict whether binding occurs between them. (1) The epitope is KLMNIQQKL. The TCR CDR3 sequence is CASSLTGLAGTGELFF. Result: 0 (the TCR does not bind to the epitope). (2) The epitope is RPRGEVRFL. The TCR CDR3 sequence is CASCHWTQNGETQYF. Result: 0 (the TCR does not bind to the epitope). (3) The epitope is YEGNSPFHPL. The TCR CDR3 sequence is CASSLTLPSGGKETQYF. Result: 0 (the TCR does not bind to the epitope). (4) The epitope is GILGFVFTL. The TCR CDR3 sequence is CAISEGPPGEQYV. Result: 0 (the TCR does not bind to the epitope). (5) The epitope is RLRPGGKKK. The TCR CDR3 sequence is CASSLWGERLNTEAFF. Result: 1 (the TCR binds to the epitope). (6) The epitope is ILHCANFNV. The TCR CDR3 sequence is CASTLEGVGTEAFF. Result: 1 (the TCR binds to the epitope). (7) The epitope is FLNRFTTTL. The TCR CDR3 sequence is CASSQDPYSRNSPLHF. Result: 1 (the TCR binds to the epitope). (8) The epitope is FLYNLLTRV. The TCR CDR3 sequence is CSVEDGDERGRYIQYF. Result: 0 (the TCR does not bind to the epitope). (9) The epitope is ITEEVGHTDLMAAY. The TCR CDR3 sequence is CATSDSGQFDGELFF. Result: 0 (the TCR does not bind to the epitope). (10) The epitope is NLNESLIDL. The TCR CDR3 sequence is CASSTSLQGTETNTGELFF. Result: 1 (the TCR binds to the epitope).